This data is from Catalyst prediction with 721,799 reactions and 888 catalyst types from USPTO. The task is: Predict which catalyst facilitates the given reaction. (1) Reactant: [OH:1][C@H:2]1[C:6]2[N:7]=[CH:8][N:9]=[C:10]([N:11]3[CH2:16][CH2:15][N:14]([C:17]([O:19][C:20]([CH3:23])([CH3:22])[CH3:21])=[O:18])[CH2:13][CH2:12]3)[C:5]=2[C@H:4]([CH3:24])[CH2:3]1.[H-].[Na+].[CH3:27]I. Product: [CH3:27][O:1][C@H:2]1[C:6]2[N:7]=[CH:8][N:9]=[C:10]([N:11]3[CH2:16][CH2:15][N:14]([C:17]([O:19][C:20]([CH3:23])([CH3:22])[CH3:21])=[O:18])[CH2:13][CH2:12]3)[C:5]=2[C@H:4]([CH3:24])[CH2:3]1. The catalyst class is: 3. (2) Product: [CH2:3]([O:5][C:6]([C:8]1[S:24][C:11]2=[N:12][C:13]([O:16][CH2:17][C:18]3[CH:23]=[CH:22][CH:21]=[CH:20][CH:19]=3)=[CH:14][CH:15]=[C:10]2[C:9]=1[O:25][CH2:27][C:28]([O:30][C:31]([CH3:34])([CH3:33])[CH3:32])=[O:29])=[O:7])[CH3:4]. Reactant: [H-].[Na+].[CH2:3]([O:5][C:6]([C:8]1[S:24][C:11]2=[N:12][C:13]([O:16][CH2:17][C:18]3[CH:23]=[CH:22][CH:21]=[CH:20][CH:19]=3)=[CH:14][CH:15]=[C:10]2[C:9]=1[OH:25])=[O:7])[CH3:4].Br[CH2:27][C:28]([O:30][C:31]([CH3:34])([CH3:33])[CH3:32])=[O:29]. The catalyst class is: 18.